This data is from Reaction yield outcomes from USPTO patents with 853,638 reactions. The task is: Predict the reaction yield, written as a fraction of the theoretical maximum amount of product (1.0 means a 100% yield; for example, 0.34 means a 34% yield). The product is [S:1]1[CH:5]=[CH:4][N:3]=[C:2]1[C:6]1[N:10]=[C:11]([C:12]([O:14][CH2:15][CH3:16])=[O:13])[NH:9][N:8]=1. The yield is 0.370. The reactants are [S:1]1[CH:5]=[CH:4][N:3]=[C:2]1[C:6]([NH:8][NH2:9])=O.[NH2:10][C:11](=S)[C:12]([O:14][CH2:15][CH3:16])=[O:13].[Cl-].[NH4+]. The catalyst is C(O)C.[Cl-].[Na+].O.